From a dataset of Reaction yield outcomes from USPTO patents with 853,638 reactions. Predict the reaction yield, written as a fraction of the theoretical maximum amount of product (1.0 means a 100% yield; for example, 0.34 means a 34% yield). (1) The reactants are [H-].[Na+].[OH:3][C:4]1[CH:5]=[C:6]2[C:10](=[CH:11][CH:12]=1)[C:9](=[O:13])[NH:8][CH2:7]2.F[C:15]1[CH:20]=[CH:19][C:18]([N+:21]([O-:23])=[O:22])=[CH:17][CH:16]=1.O. The catalyst is CN(C=O)C. The product is [C:9]1(=[O:13])[C:10]2[C:6](=[CH:5][C:4]([O:3][C:15]3[CH:20]=[CH:19][C:18]([N+:21]([O-:23])=[O:22])=[CH:17][CH:16]=3)=[CH:12][CH:11]=2)[CH2:7][NH:8]1. The yield is 0.890. (2) The reactants are [C:1]([O:10]C)(=O)[C:2]1[C:3](=[CH:5][CH:6]=[CH:7][CH:8]=1)[SH:4].[C:12]([C:14]1[CH:19]=[C:18]([CH3:20])[CH:17]=[CH:16][N:15]=1)#[N:13].C(N(CC)CC)C. The catalyst is C1(C)C=CC=CC=1. The product is [CH3:20][C:18]1[CH:17]=[CH:16][N:15]=[C:14]([C:12]2[S:4][C:3]3[CH:5]=[CH:6][CH:7]=[CH:8][C:2]=3[C:1](=[O:10])[N:13]=2)[CH:19]=1. The yield is 0.640. (3) The reactants are [OH:1][C:2]1[CH:9]=[CH:8][C:5]([CH:6]=O)=[CH:4][CH:3]=1.[CH3:10][C:11]([CH3:13])=[O:12].[OH-:14].[Na+].O. The catalyst is C(O)C. The product is [OH:1][C:2]1[CH:9]=[CH:8][C:5]([CH:6]=[CH:9][C:2](=[O:14])[CH:3]=[CH:4][C:5]2[CH:8]=[CH:13][C:11]([OH:12])=[CH:10][CH:6]=2)=[CH:4][CH:3]=1. The yield is 0.390. (4) The reactants are OCC(C)(C)CCCCC(CCCCC(C)(C)CO)C(O)=O.C[Li].Cl.[OH:26][C:27]([CH:30]([CH2:40][CH2:41][CH2:42][CH2:43][C:44]([CH3:48])([CH3:47])[CH2:45][OH:46])[CH2:31][CH2:32][CH2:33][CH2:34][C:35]([CH3:39])([CH3:38])[CH2:36][OH:37])(C)[CH3:28]. The catalyst is C1COCC1.C(OCC)(=O)C. The yield is 0.410. The product is [OH:46][CH2:45][C:44]([CH3:48])([CH3:47])[CH2:43][CH2:42][CH2:41][CH2:40][CH:30]([CH2:31][CH2:32][CH2:33][CH2:34][C:35]([CH3:39])([CH3:38])[CH2:36][OH:37])[C:27](=[O:26])[CH3:28]. (5) The reactants are F[C:2]([N:7](C)C)(F)[CH:3]([F:5])[F:4].B(F)(F)F.[N:14]1C=CC=C[CH:15]=1.C(O[CH:23]=[CH:24][C:25]([O:27]CC)=[O:26])C.[OH-].[Na+].CNN. The catalyst is C(OCC)C.O1CCOCC1.O. The product is [F:5][CH:3]([F:4])[C:2]1[C:24]([C:25]([OH:27])=[O:26])=[CH:23][N:14]([CH3:15])[N:7]=1. The yield is 0.500. (6) The reactants are [Br:1][C:2]1[C:7]2[N:8]=[C:9]([NH:11][C:12](=[O:15])[O:13][CH3:14])[S:10][C:6]=2[CH:5]=[C:4]([O:16][C:17]2[CH:22]=[CH:21][C:20]([N+:23]([O-])=O)=[CH:19][CH:18]=2)[CH:3]=1. The catalyst is CC(O)=O.[Zn]. The product is [Br:1][C:2]1[C:7]2[N:8]=[C:9]([NH:11][C:12](=[O:15])[O:13][CH3:14])[S:10][C:6]=2[CH:5]=[C:4]([O:16][C:17]2[CH:22]=[CH:21][C:20]([NH2:23])=[CH:19][CH:18]=2)[CH:3]=1. The yield is 0.650. (7) The reactants are [C:1]([C:3]1[CH:10]=[CH:9][C:6]([CH:7]=[O:8])=[CH:5][CH:4]=1)#[N:2].[CH:11]([Mg]Br)=[CH2:12]. The product is [C:1]([C:3]1[CH:10]=[CH:9][C:6]([CH:7]([OH:8])[CH:11]=[CH2:12])=[CH:5][CH:4]=1)#[N:2]. The yield is 0.800. The catalyst is C1COCC1.